Dataset: Forward reaction prediction with 1.9M reactions from USPTO patents (1976-2016). Task: Predict the product of the given reaction. (1) Given the reactants [CH3:1][NH:2][C:3]1[C:12]2[C:7](=[CH:8][CH:9]=[C:10]([C:13]3[CH:14]=[C:15]([CH:19]=[CH:20][CH:21]=3)[C:16](O)=[O:17])[CH:11]=2)[N:6]=[C:5]([C:22]2[CH:23]=[N:24][CH:25]=[CH:26][CH:27]=2)[N:4]=1.CCN=C=NCCCN(C)C.C1C=CC2N(O)N=NC=2C=1.[S:49]1[CH:53]=[CH:52][N:51]=[C:50]1[NH2:54], predict the reaction product. The product is: [CH3:1][NH:2][C:3]1[C:12]2[C:7](=[CH:8][CH:9]=[C:10]([C:13]3[CH:14]=[C:15]([CH:19]=[CH:20][CH:21]=3)[C:16]([NH:54][C:50]3[S:49][CH:53]=[CH:52][N:51]=3)=[O:17])[CH:11]=2)[N:6]=[C:5]([C:22]2[CH:23]=[N:24][CH:25]=[CH:26][CH:27]=2)[N:4]=1. (2) Given the reactants [Br:1][C:2]1[C:3]([C:8]([OH:10])=O)=[N:4][O:5][C:6]=1[CH3:7].[NH2:11][C:12]1[C:13]([OH:18])=[N:14][CH:15]=[CH:16][CH:17]=1, predict the reaction product. The product is: [Br:1][C:2]1[C:3]([C:8]([NH:11][C:12]2[C:13]([OH:18])=[N:14][CH:15]=[CH:16][CH:17]=2)=[O:10])=[N:4][O:5][C:6]=1[CH3:7]. (3) Given the reactants [NH2:1][C:2]1[CH:3]=[CH:4][C:5]([CH3:16])=[C:6]2[C:10]=1[NH:9][C:8]([C:11]([O:13][CH2:14][CH3:15])=[O:12])=[CH:7]2.[Cl:17][C:18]1[C:23]([S:24](Cl)(=[O:26])=[O:25])=[CH:22][CH:21]=[CH:20][N:19]=1, predict the reaction product. The product is: [Cl:17][C:18]1[C:23]([S:24]([NH:1][C:2]2[CH:3]=[CH:4][C:5]([CH3:16])=[C:6]3[C:10]=2[NH:9][C:8]([C:11]([O:13][CH2:14][CH3:15])=[O:12])=[CH:7]3)(=[O:26])=[O:25])=[CH:22][CH:21]=[CH:20][N:19]=1. (4) Given the reactants [Cl:1][C:2]1[N:7]=[CH:6][C:5]([O:8][C@@H:9]2[CH:16]3[CH2:17][N:12]4[CH2:13][CH:14]([CH2:18][CH:10]2[CH2:11]4)[CH2:15]3)=[CH:4][CH:3]=1.CC1(C)C(C)(C)OB([C:27]2[CH:28]=[C:29]3[C:33](=[CH:34][CH:35]=2)[NH:32][C:31](=[O:36])[CH2:30]3)O1, predict the reaction product. The product is: [ClH:1].[ClH:1].[N:12]12[CH2:17][CH:16]3[CH2:15][CH:14]([CH2:18][CH:10]([C@@H:9]3[O:8][C:5]3[CH:4]=[CH:3][C:2]([C:27]4[CH:28]=[C:29]5[C:33](=[CH:34][CH:35]=4)[NH:32][C:31](=[O:36])[CH2:30]5)=[N:7][CH:6]=3)[CH2:11]1)[CH2:13]2. (5) Given the reactants [F:1][C:2]1[CH:7]=[CH:6][C:5]([C:8]2[C:16]3[C:11](=[CH:12][CH:13]=[C:14]([NH2:17])[CH:15]=3)[N:10](COCCOC)[N:9]=2)=[CH:4][CH:3]=1.[C:24](Cl)(=[O:31])[C:25]1[CH:30]=[CH:29][CH:28]=[CH:27][CH:26]=1.O.N1C=CC=C[CH:35]=1, predict the reaction product. The product is: [F:1][C:2]1[CH:3]=[CH:4][C:5]([C:8]2[C:16]3[C:11](=[CH:12][CH:13]=[C:14]([NH:17][C:24]([C:25]4[CH:30]=[CH:29][CH:28]=[CH:27][C:26]=4[CH3:35])=[O:31])[CH:15]=3)[NH:10][N:9]=2)=[CH:6][CH:7]=1. (6) Given the reactants [H-].[Na+].O1CCOCC1.[O:9]1[CH2:14][CH2:13][O:12][CH2:11][CH:10]1[CH2:15][OH:16].F[C:18]1[N:23]=[CH:22][C:21]([C:24]2[C:25]([CH3:43])=[N:26][CH:27]=[C:28]([NH:30][C:31](=[O:42])[C:32]3[CH:37]=[CH:36][CH:35]=[C:34]([C:38]([F:41])([F:40])[F:39])[CH:33]=3)[CH:29]=2)=[CH:20][C:19]=1[N:44]1[CH2:49][CH2:48][O:47][CH2:46][CH2:45]1, predict the reaction product. The product is: [O:9]1[CH2:14][CH2:13][O:12][CH2:11][CH:10]1[CH2:15][O:16][C:18]1[N:23]=[CH:22][C:21]([C:24]2[C:25]([CH3:43])=[N:26][CH:27]=[C:28]([NH:30][C:31](=[O:42])[C:32]3[CH:37]=[CH:36][CH:35]=[C:34]([C:38]([F:39])([F:41])[F:40])[CH:33]=3)[CH:29]=2)=[CH:20][C:19]=1[N:44]1[CH2:49][CH2:48][O:47][CH2:46][CH2:45]1. (7) Given the reactants [NH2:1][C:2]1[N:7]=[CH:6][C:5]([C:8]2[CH:9]=[C:10]([NH2:19])[C:11]([NH:14][C:15]([CH3:18])([CH3:17])[CH3:16])=[CH:12][CH:13]=2)=[CH:4][N:3]=1.[N:20]1([C:25]2[CH:32]=[CH:31][C:30]([CH:33]=[CH2:34])=[CH:29][C:26]=2[CH:27]=O)[CH:24]=[N:23][CH:22]=[N:21]1.N1CCC[C@H]1C(O)=O, predict the reaction product. The product is: [C:15]([N:14]1[C:11]2[CH:12]=[CH:13][C:8]([C:5]3[CH:4]=[N:3][C:2]([NH2:1])=[N:7][CH:6]=3)=[CH:9][C:10]=2[N:19]=[C:27]1[C:26]1[CH:29]=[C:30]([CH:33]=[CH2:34])[CH:31]=[CH:32][C:25]=1[N:20]1[CH:24]=[N:23][CH:22]=[N:21]1)([CH3:16])([CH3:18])[CH3:17]. (8) The product is: [C:1]([O:5][C:6]([N:8]1[CH2:12][CH2:11][C:10]2([N:22]([C:23]([O:25][CH2:26][C:27]3[CH:28]=[CH:29][CH:30]=[CH:31][CH:32]=3)=[O:24])[CH2:14][C:13]2([F:21])[F:20])[CH2:9]1)=[O:7])([CH3:2])([CH3:3])[CH3:4]. Given the reactants [C:1]([O:5][C:6]([N:8]1[CH2:12][CH2:11][C:10]([NH:22][C:23]([O:25][CH2:26][C:27]2[CH:32]=[CH:31][CH:30]=[CH:29][CH:28]=2)=[O:24])([C:13]([F:21])([F:20])[CH2:14]OS(C)(=O)=O)[CH2:9]1)=[O:7])([CH3:4])([CH3:3])[CH3:2].[H-].[Na+].O, predict the reaction product. (9) Given the reactants [C:1]([SH:3])#[N:2].N.[C:5](Cl)(=[O:12])[C:6]1[CH:11]=[CH:10][CH:9]=[CH:8][CH:7]=1.[CH3:14][O:15][C:16]1[CH:21]=[CH:20][C:19]([CH:22]2[CH2:27][CH2:26][O:25][CH2:24][CH2:23]2)=[CH:18][C:17]=1[NH2:28], predict the reaction product. The product is: [C:5]([NH:2][C:1]([NH:28][C:17]1[CH:18]=[C:19]([CH:22]2[CH2:27][CH2:26][O:25][CH2:24][CH2:23]2)[CH:20]=[CH:21][C:16]=1[O:15][CH3:14])=[S:3])(=[O:12])[C:6]1[CH:11]=[CH:10][CH:9]=[CH:8][CH:7]=1.